From a dataset of Full USPTO retrosynthesis dataset with 1.9M reactions from patents (1976-2016). Predict the reactants needed to synthesize the given product. Given the product [CH:38]1([C:32]2[CH:31]=[C:30]([CH:35]=[CH:34][C:33]=2[O:36][CH3:37])[CH2:29][C@H:25]2[O:26][CH2:27][CH2:28][NH:23][CH2:24]2)[CH2:39][CH2:1]1, predict the reactants needed to synthesize it. The reactants are: [CH2:1]([Zn]CC)C.FC(F)(F)C(O)=O.ICI.C(OC([N:23]1[CH2:28][CH2:27][O:26][C@H:25]([CH2:29][C:30]2[CH:35]=[CH:34][C:33]([O:36][CH3:37])=[C:32]([CH:38]=[CH2:39])[CH:31]=2)[CH2:24]1)=O)(C)(C)C.